From a dataset of Full USPTO retrosynthesis dataset with 1.9M reactions from patents (1976-2016). Predict the reactants needed to synthesize the given product. Given the product [NH:8]1[C:4]2[CH:3]=[C:2]([N:1]3[C:22](=[O:23])[CH2:21][S:20][CH:16]3[C:15]3[CH:18]=[CH:19][C:12]([F:11])=[CH:13][CH:14]=3)[CH:10]=[CH:9][C:5]=2[N:6]=[CH:7]1, predict the reactants needed to synthesize it. The reactants are: [NH2:1][C:2]1[CH:10]=[CH:9][C:5]2[N:6]=[CH:7][NH:8][C:4]=2[CH:3]=1.[F:11][C:12]1[CH:19]=[CH:18][C:15]([CH:16]=O)=[CH:14][CH:13]=1.[SH:20][CH2:21][C:22](O)=[O:23].N1CCCCC1.